The task is: Predict the reactants needed to synthesize the given product.. This data is from Full USPTO retrosynthesis dataset with 1.9M reactions from patents (1976-2016). (1) Given the product [CH2:1]([O:3][C:4]([N:6]1[CH2:11][CH2:10][N:9]([C:12](=[O:35])[C@@H:13]([NH:20][C:21]([C:23]2[CH:27]=[C:26]([O:28][C:47]3([C:45]([O:44][CH2:42][CH3:43])=[O:46])[CH2:50][CH2:49][CH2:48]3)[N:25]([C:29]3[CH:34]=[CH:33][CH:32]=[CH:31][CH:30]=3)[N:24]=2)=[O:22])[CH2:14][CH2:15][S:16]([CH3:19])(=[O:18])=[O:17])[CH2:8][CH2:7]1)=[O:5])[CH3:2], predict the reactants needed to synthesize it. The reactants are: [CH2:1]([O:3][C:4]([N:6]1[CH2:11][CH2:10][N:9]([C:12](=[O:35])[C@@H:13]([NH:20][C:21]([C:23]2[CH:27]=[C:26]([OH:28])[N:25]([C:29]3[CH:34]=[CH:33][CH:32]=[CH:31][CH:30]=3)[N:24]=2)=[O:22])[CH2:14][CH2:15][S:16]([CH3:19])(=[O:18])=[O:17])[CH2:8][CH2:7]1)=[O:5])[CH3:2].C(=O)([O-])[O-].[Cs+].[Cs+].[CH2:42]([O:44][C:45]([C:47]1(Br)[CH2:50][CH2:49][CH2:48]1)=[O:46])[CH3:43]. (2) Given the product [CH3:1][O:8][C:9]([NH:11][C@@H:12]([C@@H:17]1[CH2:22][CH2:21][CH2:20][O:19][CH2:18]1)[C:13]([O:15][CH3:16])=[O:14])=[O:10], predict the reactants needed to synthesize it. The reactants are: [CH2:1]([O:8][C:9]([NH:11][C@@H:12]([C@@H:17]1[CH2:22][CH2:21][CH2:20][O:19][CH2:18]1)[C:13]([O:15][CH3:16])=[O:14])=[O:10])C1C=CC=CC=1. (3) Given the product [CH3:15][O:14][CH2:13][CH2:12][N:7]1[C:8]2[CH:9]=[C:10]3[NH:11][C:25]([C:22]4[CH:21]=[C:20]([CH3:19])[NH:24][N:23]=4)=[N:1][C:2]3=[CH:3][C:4]=2[C:5]([CH3:18])([CH3:17])[C:6]1=[O:16], predict the reactants needed to synthesize it. The reactants are: [NH2:1][C:2]1[CH:3]=[C:4]2[C:8](=[CH:9][C:10]=1[NH2:11])[N:7]([CH2:12][CH2:13][O:14][CH3:15])[C:6](=[O:16])[C:5]2([CH3:18])[CH3:17].[CH3:19][C:20]1[NH:24][N:23]=[C:22]([CH:25]=O)[CH:21]=1.[S].O. (4) The reactants are: [CH2:1]([C:13]1[CH:14]=[CH:15][C:16]2[CH2:17][C:18]3[C:31]([C:32](=O)[C:33]=2[CH:34]=1)=[CH:30][C:29]1[CH2:28][C:27]2[C:22](=[CH:23][C:24]([CH2:36][CH2:37][CH2:38][CH2:39][CH2:40][CH2:41][CH2:42][CH2:43][CH2:44][CH2:45][CH2:46][CH3:47])=[CH:25][CH:26]=2)[C:21](=O)[C:20]=1[CH:19]=3)[CH2:2][CH2:3][CH2:4][CH2:5][CH2:6][CH2:7][CH2:8][CH2:9][CH2:10][CH2:11][CH3:12]. Given the product [CH2:36]([C:24]1[CH:25]=[CH:26][C:27]2[C:22](=[CH:21][C:20]3[C:29]([CH:28]=2)=[CH:30][C:31]2[C:18](=[CH:17][C:16]4[C:33]([CH:32]=2)=[CH:34][C:13]([CH2:1][CH2:2][CH2:3][CH2:4][CH2:5][CH2:6][CH2:7][CH2:8][CH2:9][CH2:10][CH2:11][CH3:12])=[CH:14][CH:15]=4)[CH:19]=3)[CH:23]=1)[CH2:37][CH2:38][CH2:39][CH2:40][CH2:41][CH2:42][CH2:43][CH2:44][CH2:45][CH2:46][CH3:47], predict the reactants needed to synthesize it. (5) Given the product [NH:1]([C:14]([O:16][CH2:17][CH:18]1[C:30]2[C:25](=[CH:26][CH:27]=[CH:28][CH:29]=2)[C:24]2[C:19]1=[CH:20][CH:21]=[CH:22][CH:23]=2)=[O:15])[C@H:2]([C:11]([OH:13])=[O:12])[CH2:3][C:4](=[O:5])[OH:10], predict the reactants needed to synthesize it. The reactants are: [NH:1]([C:14]([O:16][CH2:17][CH:18]1[C:30]2[C:25](=[CH:26][CH:27]=[CH:28][CH:29]=2)[C:24]2[C:19]1=[CH:20][CH:21]=[CH:22][CH:23]=2)=[O:15])[C@H:2]([C:11]([OH:13])=[O:12])[CH2:3][C:4](=[O:10])[O:5]C(C)(C)C.C1CCC(N=C=NC2CCCCC2)CC1.N[C@H](C(OCC1C=CC=CC=1)=O)CC1C2C(=CC=CC=2)NC=1.Cl. (6) Given the product [Br:1][C:2]1[CH:3]=[C:4]([C:21]([O:23][CH2:24][CH3:25])=[O:22])[C:5](=[O:20])[N:6]([C:10]2[CH:15]=[CH:14][CH:13]=[C:12]([C:16]([F:17])([F:18])[F:19])[CH:11]=2)[C:7]=1[CH2:8][OH:27], predict the reactants needed to synthesize it. The reactants are: [Br:1][C:2]1[CH:3]=[C:4]([C:21]([O:23][CH2:24][CH3:25])=[O:22])[C:5](=[O:20])[N:6]([C:10]2[CH:15]=[CH:14][CH:13]=[C:12]([C:16]([F:19])([F:18])[F:17])[CH:11]=2)[C:7]=1[CH2:8]Br.C(=O)(O)[O-:27].[Na+]. (7) Given the product [Br:1][C:2]1[CH:3]=[C:4]2[C:9](=[CH:10][CH:11]=1)[NH:8][CH2:7][N:6]1[C:12]3[CH:13]=[CH:14][CH:15]=[CH:16][C:17]=3[CH:18]=[C:5]21, predict the reactants needed to synthesize it. The reactants are: [Br:1][C:2]1[CH:3]=[C:4]2[C:9](=[CH:10][CH:11]=1)[N:8]=[CH:7][N:6]1[C:12]3[CH:13]=[CH:14][CH:15]=[CH:16][C:17]=3[CH:18]=[C:5]21.[BH4-].[Na+].